From a dataset of Full USPTO retrosynthesis dataset with 1.9M reactions from patents (1976-2016). Predict the reactants needed to synthesize the given product. (1) Given the product [C:20]([O:19][C:18](=[O:24])[NH:17][C:13]1[CH:12]=[C:11]([CH2:10][S:9][C:3]2[CH:4]=[CH:5][C:6]([Cl:8])=[CH:7][C:2]=2[NH:1][S:34]([C:26]2[O:25][C:29]3[CH:30]=[CH:31][CH:32]=[CH:33][C:28]=3[CH:27]=2)(=[O:35])=[O:36])[CH:16]=[CH:15][N:14]=1)([CH3:21])([CH3:23])[CH3:22], predict the reactants needed to synthesize it. The reactants are: [NH2:1][C:2]1[CH:7]=[C:6]([Cl:8])[CH:5]=[CH:4][C:3]=1[S:9][CH2:10][C:11]1[CH:16]=[CH:15][N:14]=[C:13]([NH:17][C:18](=[O:24])[O:19][C:20]([CH3:23])([CH3:22])[CH3:21])[CH:12]=1.[O:25]1[C:29]2[CH:30]=[CH:31][CH:32]=[CH:33][C:28]=2[CH:27]=[C:26]1[S:34](Cl)(=[O:36])=[O:35]. (2) Given the product [OH:17][C:13]1[CH:12]=[C:11]([NH:10][C:2]2[CH:3]=[C:4]([CH:7]=[CH:8][N:9]=2)[C:5]#[N:6])[CH:16]=[CH:15][CH:14]=1, predict the reactants needed to synthesize it. The reactants are: Cl[C:2]1[CH:3]=[C:4]([CH:7]=[CH:8][N:9]=1)[C:5]#[N:6].[NH2:10][C:11]1[CH:12]=[C:13]([OH:17])[CH:14]=[CH:15][CH:16]=1.C1(P(C(P(C2C=CC=CC=2)C2C=CC=CC=2)(C)C)C2C=CC=CC=2)C=CC=CC=1.CC(C)([O-])C.[Na+]. (3) Given the product [C:1]([O:5][C:6]([N:8]1[C:13]2[CH:14]=[C:15]([CH:33]=[O:34])[CH:16]=[CH:17][C:12]=2[O:11][CH2:10][CH2:9]1)=[O:7])([CH3:4])([CH3:3])[CH3:2], predict the reactants needed to synthesize it. The reactants are: [C:1]([O:5][C:6]([N:8]1[C:13]2[CH:14]=[C:15](Br)[CH:16]=[CH:17][C:12]=2[O:11][CH2:10][CH2:9]1)=[O:7])([CH3:4])([CH3:3])[CH3:2].[Li]C(CC)C.C1CCCCC1.CN([CH:33]=[O:34])C. (4) Given the product [I-:10].[OH:7][CH:4]([CH2:5][OH:6])[CH2:3][N+:2]([CH3:9])([CH3:8])[CH3:1], predict the reactants needed to synthesize it. The reactants are: [CH3:1][N:2]([CH3:8])[CH2:3][CH:4]([OH:7])[CH2:5][OH:6].[CH3:9][I:10].